This data is from Full USPTO retrosynthesis dataset with 1.9M reactions from patents (1976-2016). The task is: Predict the reactants needed to synthesize the given product. Given the product [Br-:9].[CH2:1]([CH:4]([NH2+:8][CH2:21][CH2:20][CH2:19][CH2:18][CH2:17][CH2:16][CH2:15][CH2:14][CH2:13][CH2:12][CH2:11][CH3:10])[CH2:5][CH:6]=[CH2:7])[CH:2]=[CH2:3], predict the reactants needed to synthesize it. The reactants are: [CH2:1]([CH:4]([NH2:8])[CH2:5][CH:6]=[CH2:7])[CH:2]=[CH2:3].[Br:9][CH2:10][CH2:11][CH2:12][CH2:13][CH2:14][CH2:15][CH2:16][CH2:17][CH2:18][CH2:19][CH2:20][CH3:21].O1CCCC1.